Task: Predict the reactants needed to synthesize the given product.. Dataset: Full USPTO retrosynthesis dataset with 1.9M reactions from patents (1976-2016) (1) Given the product [F:1][C:2]([F:26])([F:27])[C:3]1[CH:4]=[C:5]([NH:9][C:10](=[O:25])[C:11](=[CH:32][C:31]2[CH:34]=[CH:35][C:36]([Cl:37])=[C:29]([Cl:28])[CH:30]=2)[C:12]([NH:14][C:15]2[CH:20]=[CH:19][CH:18]=[C:17]([C:21]([F:24])([F:23])[F:22])[CH:16]=2)=[O:13])[CH:6]=[CH:7][CH:8]=1, predict the reactants needed to synthesize it. The reactants are: [F:1][C:2]([F:27])([F:26])[C:3]1[CH:4]=[C:5]([NH:9][C:10](=[O:25])[CH2:11][C:12]([NH:14][C:15]2[CH:20]=[CH:19][CH:18]=[C:17]([C:21]([F:24])([F:23])[F:22])[CH:16]=2)=[O:13])[CH:6]=[CH:7][CH:8]=1.[Cl:28][C:29]1[CH:30]=[C:31]([CH:34]=[CH:35][C:36]=1[Cl:37])[CH:32]=O. (2) Given the product [CH3:17][C@@H:6]1[O:5][S:1](=[O:2])[N:9]([C:10]([O:11][C:12]([CH3:13])([CH3:15])[CH3:14])=[O:16])[CH2:8][CH2:7]1, predict the reactants needed to synthesize it. The reactants are: [S:1](Cl)(Cl)=[O:2].[OH:5][C@@H:6]([CH3:17])[CH2:7][CH2:8][NH:9][C:10](=[O:16])[O:11][C:12]([CH3:15])([CH3:14])[CH3:13].N1C=CC=CC=1.CCOC(C)=O. (3) The reactants are: Cl.[Br:2][C:3]1[CH:4]=[C:5]([CH3:14])[C:6]2[O:12][CH2:11][CH2:10][NH:9][CH2:8][C:7]=2[CH:13]=1.Cl[C:16]1[C:21]([CH:22]([CH3:24])[CH3:23])=[C:20]([CH3:25])[N:19]=[C:18]([CH2:26][N:27]([CH3:29])[CH3:28])[N:17]=1.C(N(CC)C(C)C)(C)C. Given the product [Br:2][C:3]1[CH:4]=[C:5]([CH3:14])[C:6]2[O:12][CH2:11][CH2:10][N:9]([C:16]3[C:21]([CH:22]([CH3:24])[CH3:23])=[C:20]([CH3:25])[N:19]=[C:18]([CH2:26][N:27]([CH3:29])[CH3:28])[N:17]=3)[CH2:8][C:7]=2[CH:13]=1, predict the reactants needed to synthesize it. (4) Given the product [Br:1][C:2]1[S:3][C:4]2[C:10]([O:11][S:12]([C:15]([F:18])([F:16])[F:17])(=[O:14])=[O:13])=[C:9]([C@H:19]([O:25][C:8]([CH3:26])([CH3:9])[CH3:7])[C:20]([O:22][CH2:23][CH3:24])=[O:21])[C:8]([CH3:26])=[CH:7][C:5]=2[N:6]=1.[Br:1][C:2]1[S:3][C:4]2[C:10]([O:11][S:12]([C:15]([F:18])([F:16])[F:17])(=[O:14])=[O:13])=[C:9]([C@H:19]([OH:25])[C:20]([O:22][CH2:23][CH3:24])=[O:21])[C:8]([CH3:26])=[CH:7][C:5]=2[N:6]=1, predict the reactants needed to synthesize it. The reactants are: [Br:1][C:2]1[S:3][C:4]2[C:10]([O:11][S:12]([C:15]([F:18])([F:17])[F:16])(=[O:14])=[O:13])=[C:9]([C@H:19]([OH:25])[C:20]([O:22][CH2:23][CH3:24])=[O:21])[C:8]([CH3:26])=[CH:7][C:5]=2[N:6]=1.Cl(O)(=O)(=O)=O.O. (5) The reactants are: [CH2:1]([O:3][C:4]([C:6]1[CH:7]=[N:8][C:9]([N:19]([CH2:32][C:33]2[CH:38]=[CH:37][C:36]([O:39][CH3:40])=[CH:35][CH:34]=2)[C:20]2[CH:21]=[N:22][C:23]([N:26]3[CH2:31][CH2:30][O:29][CH2:28][CH2:27]3)=[CH:24][CH:25]=2)=[CH:10][C:11]=1[NH:12]C(=O)C(F)(F)F)=[O:5])[CH3:2]. Given the product [CH2:1]([O:3][C:4]([C:6]1[CH:7]=[N:8][C:9]([N:19]([CH2:32][C:33]2[CH:34]=[CH:35][C:36]([O:39][CH3:40])=[CH:37][CH:38]=2)[C:20]2[CH:21]=[N:22][C:23]([N:26]3[CH2:27][CH2:28][O:29][CH2:30][CH2:31]3)=[CH:24][CH:25]=2)=[CH:10][C:11]=1[NH2:12])=[O:5])[CH3:2], predict the reactants needed to synthesize it. (6) Given the product [CH3:6][O:5][CH2:4][CH2:3][CH2:2][O:17][C:12]1[CH:11]=[CH:10][N+:9]([O-:16])=[C:8]([CH3:7])[C:13]=1[CH3:14], predict the reactants needed to synthesize it. The reactants are: [Na].[CH2:2]1[CH2:6][O:5][CH2:4][CH2:3]1.[CH3:7][C:8]1[C:13]([CH3:14])=[C:12](Cl)[CH:11]=[CH:10][N+:9]=1[O-:16].[OH2:17]. (7) Given the product [Cl:38][C:33]1[CH:34]=[CH:35][CH:36]=[CH:37][C:32]=1[CH:30]([O:29][C:27]([NH:26][C:25]1[N:24]([CH3:39])[N:23]=[CH:22][C:21]=1[C:18]1[CH:19]=[CH:20][C:15]([C:12]2[CH:11]=[CH:10][C:9]([C:6]3([C:4]([OH:5])=[O:3])[CH2:8][CH2:7]3)=[CH:14][CH:13]=2)=[CH:16][CH:17]=1)=[O:28])[CH3:31], predict the reactants needed to synthesize it. The reactants are: C([O:3][C:4]([C:6]1([C:9]2[CH:14]=[CH:13][C:12]([C:15]3[CH:20]=[CH:19][C:18]([C:21]4[CH:22]=[N:23][N:24]([CH3:39])[C:25]=4[NH:26][C:27]([O:29][CH:30]([C:32]4[CH:37]=[CH:36][CH:35]=[CH:34][C:33]=4[Cl:38])[CH3:31])=[O:28])=[CH:17][CH:16]=3)=[CH:11][CH:10]=2)[CH2:8][CH2:7]1)=[O:5])C.[Li+].[OH-]. (8) The reactants are: [CH2:1]([O:8][CH2:9][C:10]([OH:12])=O)[C:2]1[CH:7]=[CH:6][CH:5]=[CH:4][CH:3]=1.C1C=NC2N(O)N=NC=2C=1.CN(C(ON1N=NC2C=CC=NC1=2)=[N+](C)C)C.F[P-](F)(F)(F)(F)F.C(N(CC)CC)C.[NH2:54][C:55]1[CH:60]=[C:59]([C:61]#[N:62])[CH:58]=[CH:57][C:56]=1[NH:63][CH2:64][C:65]([O:67][C:68]([CH3:71])([CH3:70])[CH3:69])=[O:66]. Given the product [CH2:1]([O:8][CH2:9][C:10]([NH:54][C:55]1[CH:60]=[C:59]([C:61]#[N:62])[CH:58]=[CH:57][C:56]=1[NH:63][CH2:64][C:65]([O:67][C:68]([CH3:71])([CH3:70])[CH3:69])=[O:66])=[O:12])[C:2]1[CH:3]=[CH:4][CH:5]=[CH:6][CH:7]=1, predict the reactants needed to synthesize it.